Dataset: Reaction yield outcomes from USPTO patents with 853,638 reactions. Task: Predict the reaction yield, written as a fraction of the theoretical maximum amount of product (1.0 means a 100% yield; for example, 0.34 means a 34% yield). (1) The reactants are [CH:1]1([CH2:4][CH2:5][N:6]2[C:11](=[O:12])[CH:10]=[C:9]([OH:13])[N:8]=[C:7]2[C:14]2[C:19]([Cl:20])=[CH:18][CH:17]=[CH:16][C:15]=2[Cl:21])[CH2:3][CH2:2]1.C[Al](C)C.CCCCCC.Cl.C1(C[CH2:37][NH2:38])CC1.ClC1C=CC=C(Cl)C=1C#N.C(OCC)(=O)[CH2:50][C:51]([O:53]CC)=[O:52].C[O-:61].[Na+].CO.[OH-].[Na+]. The catalyst is O.COCCO.C1(C)C=CC=CC=1. The product is [CH:1]1([CH2:4][CH2:5][N:6]2[C:11](=[O:12])[C:10]([C:37]([NH:38][CH2:50][C:51]([OH:53])=[O:52])=[O:61])=[C:9]([OH:13])[N:8]=[C:7]2[C:14]2[C:19]([Cl:20])=[CH:18][CH:17]=[CH:16][C:15]=2[Cl:21])[CH2:3][CH2:2]1. The yield is 0.590. (2) The yield is 0.480. The product is [F:17][C:13]1([F:16])[CH2:12][CH2:11][C:10]([C:7]2[CH:8]=[N:9][C:4]([C:1]([OH:3])([CH3:20])[CH3:2])=[CH:5][CH:6]=2)([C:18]#[N:19])[CH2:15][CH2:14]1. The catalyst is C1COCC1. The reactants are [C:1]([C:4]1[N:9]=[CH:8][C:7]([C:10]2([C:18]#[N:19])[CH2:15][CH2:14][C:13]([F:17])([F:16])[CH2:12][CH2:11]2)=[CH:6][CH:5]=1)(=[O:3])[CH3:2].[CH3:20][Mg]Br.CCOCC. (3) The reactants are [CH3:1][O:2][C:3]1[CH:10]=[CH:9][C:6]([CH2:7][NH2:8])=[CH:5][CH:4]=1.[CH2:11]([O:13][C:14]([C:16]1[N:17]([CH2:35][C:36]2[CH:41]=[CH:40][CH:39]=[C:38]([Cl:42])[CH:37]=2)[C:18]2[C:23]([CH:24]=1)=[CH:22][C:21]([C:25]1[CH:30]=[CH:29][C:28]([O:31][CH:32]([CH3:34])[CH3:33])=[CH:27][CH:26]=1)=[CH:20][CH:19]=2)=[O:15])[CH3:12].C1C=CC(P(C2C(C3C(P(C4C=CC=CC=4)C4C=CC=CC=4)=CC=C4C=3C=CC=C4)=C3C(C=CC=C3)=CC=2)C2C=CC=CC=2)=CC=1.C([O-])([O-])=O.[Cs+].[Cs+]. The catalyst is CCOCC.C1C=CC(/C=C/C(/C=C/C2C=CC=CC=2)=O)=CC=1.C1C=CC(/C=C/C(/C=C/C2C=CC=CC=2)=O)=CC=1.C1C=CC(/C=C/C(/C=C/C2C=CC=CC=2)=O)=CC=1.[Pd].[Pd].C1(C)C=CC=CC=1. The yield is 0.960. The product is [CH2:11]([O:13][C:14]([C:16]1[N:17]([CH2:35][C:36]2[CH:41]=[CH:40][CH:39]=[C:38]([Cl:42])[CH:37]=2)[C:18]2[C:23]([C:24]=1[NH:8][CH2:7][C:6]1[CH:9]=[CH:10][C:3]([O:2][CH3:1])=[CH:4][CH:5]=1)=[CH:22][C:21]([C:25]1[CH:26]=[CH:27][C:28]([O:31][CH:32]([CH3:34])[CH3:33])=[CH:29][CH:30]=1)=[CH:20][CH:19]=2)=[O:15])[CH3:12]. (4) The reactants are [C:1]([O:5][C:6]([N:8]([CH3:14])[C@@H:9]([CH3:13])[C:10]([OH:12])=O)=[O:7])([CH3:4])([CH3:3])[CH3:2].[CH2:15](Cl)CCl.C1C=N[C:22]2N(O)N=N[C:21]=2[CH:20]=1.C[N:30]1[CH2:35][CH2:34][O:33]CC1.[C@H:36]1([NH:46][C:47]([C@H:49]2[NH:53][CH2:52][C@@H:51]([NH:54][C:55](=[O:71])[O:56][CH2:57][CH:58]3[C:70]4[CH:69]=[CH:68][CH:67]=[CH:66][C:65]=4[C:64]4[C:59]3=[CH:60][CH:61]=[CH:62][CH:63]=4)[CH2:50]2)=[O:48])[C:45]2[C:40](=[CH:41][CH:42]=[CH:43][CH:44]=2)[CH2:39][CH2:38][CH2:37]1. The catalyst is CN(C=O)C.O. The product is [CH:60]1[C:59]2[CH:58]([CH2:57][O:56][C:55]([NH:54][C@@H:51]3[CH2:52][N:53]([C:34](=[O:33])[C@@H:35]([NH:30][C:10](=[O:12])[C@@H:9]([N:8]([CH3:14])[C:6](=[O:7])[O:5][C:1]([CH3:2])([CH3:3])[CH3:4])[CH3:13])[C:21]([CH3:20])([CH3:22])[CH3:15])[C@H:49]([C:47](=[O:48])[NH:46][C@H:36]4[C:45]5[C:40](=[CH:41][CH:42]=[CH:43][CH:44]=5)[CH2:39][CH2:38][CH2:37]4)[CH2:50]3)=[O:71])[C:70]3[C:65](=[CH:66][CH:67]=[CH:68][CH:69]=3)[C:64]=2[CH:63]=[CH:62][CH:61]=1. The yield is 0.770. (5) The reactants are Cl.[NH2:2][C:3]1[CH:11]=[CH:10][CH:9]=[C:8]2[C:4]=1[CH:5]([CH3:14])[CH2:6][C:7]2([CH3:13])[CH3:12].[OH-].[Na+].C1(C)C=CC=CC=1. The catalyst is O. The product is [NH2:2][C:3]1[CH:11]=[CH:10][CH:9]=[C:8]2[C:4]=1[CH:5]([CH3:14])[CH2:6][C:7]2([CH3:13])[CH3:12]. The yield is 0.932. (6) The reactants are C[O:2][C:3](=[O:40])[CH:4]([C:15]1[CH:20]=[CH:19][C:18]([CH:21]=[CH:22][C:23](=[O:39])[NH:24][C:25]2[CH:30]=[CH:29][CH:28]=[CH:27][C:26]=2[NH:31][C:32]([O:34][C:35]([CH3:38])([CH3:37])[CH3:36])=[O:33])=[CH:17][CH:16]=1)[N:5]1[CH2:9][CH2:8][CH:7]([N:10]([CH2:13][CH3:14])[CH2:11][CH3:12])[CH2:6]1.[Li+].[OH-]. The catalyst is CO. The product is [C:35]([O:34][C:32]([NH:31][C:26]1[CH:27]=[CH:28][CH:29]=[CH:30][C:25]=1[NH:24][C:23](/[CH:22]=[CH:21]/[C:18]1[CH:17]=[CH:16][C:15]([CH:4]([N:5]2[CH2:9][CH2:8][CH:7]([N:10]([CH2:13][CH3:14])[CH2:11][CH3:12])[CH2:6]2)[C:3]([OH:40])=[O:2])=[CH:20][CH:19]=1)=[O:39])=[O:33])([CH3:36])([CH3:38])[CH3:37]. The yield is 0.700. (7) The reactants are [F:1][C:2]1[CH:3]=[C:4]([N:9]2[C:13]([CH3:15])([CH3:14])[C:12](=[O:16])[N:11]([C:17]3[CH:24]=[CH:23][C:20]([C:21]#[N:22])=[C:19]([C:25]([F:28])([F:27])[F:26])[CH:18]=3)[C:10]2=[S:29])[CH:5]=[CH:6][C:7]=1[OH:8].S(O[CH:41]1[CH2:44][N:43]([C:45]([O:47][C:48]([CH3:51])([CH3:50])[CH3:49])=[O:46])[CH2:42]1)(C1C=CC(C)=CC=1)(=O)=O.C(=O)([O-])[O-].[K+].[K+].O. The catalyst is CN(C)C(=O)C. The product is [C:21]([C:20]1[CH:23]=[CH:24][C:17]([N:11]2[C:12](=[O:16])[C:13]([CH3:14])([CH3:15])[N:9]([C:4]3[CH:5]=[CH:6][C:7]([O:8][CH:41]4[CH2:42][N:43]([C:45]([O:47][C:48]([CH3:51])([CH3:50])[CH3:49])=[O:46])[CH2:44]4)=[C:2]([F:1])[CH:3]=3)[C:10]2=[S:29])=[CH:18][C:19]=1[C:25]([F:26])([F:27])[F:28])#[N:22]. The yield is 0.514. (8) The product is [CH3:7][N:6]1[C:2]([O:11][C@@H:12]2[CH2:17][CH2:16][CH2:15][N:14]([C:18]([O:20][C:21]([CH3:24])([CH3:23])[CH3:22])=[O:19])[CH2:13]2)=[C:3]([N+:8]([O-:10])=[O:9])[CH:4]=[N:5]1. No catalyst specified. The reactants are Cl[C:2]1[N:6]([CH3:7])[N:5]=[CH:4][C:3]=1[N+:8]([O-:10])=[O:9].[OH:11][C@@H:12]1[CH2:17][CH2:16][CH2:15][N:14]([C:18]([O:20][C:21]([CH3:24])([CH3:23])[CH3:22])=[O:19])[CH2:13]1. The yield is 0.930. (9) The reactants are Cl[C:2]1[CH:3]=[CH:4][C:5]2[C:14]3[C:9](=[N:10][CH:11]=[CH:12][CH:13]=3)[NH:8][C:7](=[O:15])[C:6]=2[CH:16]=1.[CH3:17][O:18][C:19]1[CH:24]=[CH:23][C:22](B(O)O)=[CH:21][CH:20]=1.C1(P(C2CCCCC2)C2C=CC=CC=2C2C(OC)=CC=CC=2OC)CCCCC1.CC(C)([O-])C.[Na+]. The catalyst is O1CCOCC1.O.CO.C([O-])(=O)C.[Pd+2].C([O-])(=O)C. The product is [CH3:17][O:18][C:19]1[CH:24]=[CH:23][C:22]([C:12]2[CH:13]=[C:14]3[C:9](=[N:10][CH:11]=2)[NH:8][C:7](=[O:15])[C:6]2[CH:16]=[CH:2][CH:3]=[CH:4][C:5]3=2)=[CH:21][CH:20]=1. The yield is 0.150. (10) The reactants are Cl[C:2]1[N:7]2[C:8]3[N:14]=[CH:13][CH:12]=[CH:11][C:9]=3[N:10]=[C:6]2[C:5]([C:15]#[N:16])=[C:4]([CH3:17])[C:3]=1[C:18]1[CH:23]=[CH:22][CH:21]=[CH:20][CH:19]=1.[NH:24]1[CH2:29][CH2:28][NH:27][CH2:26][CH2:25]1.C(N(CC)CC)C. The catalyst is CN(C)C=O. The product is [CH3:17][C:4]1[C:3]([C:18]2[CH:23]=[CH:22][CH:21]=[CH:20][CH:19]=2)=[C:2]([N:24]2[CH2:29][CH2:28][NH:27][CH2:26][CH2:25]2)[N:7]2[C:8]3[N:14]=[CH:13][CH:12]=[CH:11][C:9]=3[N:10]=[C:6]2[C:5]=1[C:15]#[N:16]. The yield is 0.550.